This data is from Forward reaction prediction with 1.9M reactions from USPTO patents (1976-2016). The task is: Predict the product of the given reaction. (1) Given the reactants [CH3:1][N:2]1[CH:6]([CH3:7])[C:5](=[O:8])[N:4]([CH2:9][C:10]2([C:15]3[CH:20]=[CH:19][CH:18]=[CH:17][CH:16]=3)[O:14][CH2:13][CH2:12][O:11]2)[C:3]1=[O:21].Br[CH2:23][CH:24]1[CH2:26][CH2:25]1, predict the reaction product. The product is: [CH:26]1([CH2:25][C:6]2([CH3:7])[N:2]([CH3:1])[C:3](=[O:21])[N:4]([CH2:9][C:10]3([C:15]4[CH:16]=[CH:17][CH:18]=[CH:19][CH:20]=4)[O:11][CH2:12][CH2:13][O:14]3)[C:5]2=[O:8])[CH2:24][CH2:23]1. (2) Given the reactants [NH2:1][CH:2]([CH:18]([CH3:20])[CH3:19])[CH2:3][N:4]1[CH:8]=[CH:7][C:6]([C:9]2[CH:16]=[CH:15][C:12]([C:13]#[N:14])=[C:11]([Cl:17])[CH:10]=2)=[N:5]1.[N:21]1[CH:26]=[CH:25][CH:24]=[C:23]([C:27]2[NH:31][N:30]=[C:29]([C:32](O)=[O:33])[CH:28]=2)[CH:22]=1, predict the reaction product. The product is: [Cl:17][C:11]1[CH:10]=[C:9]([C:6]2[CH:7]=[CH:8][N:4]([CH2:3][CH:2]([NH:1][C:32]([C:29]3[NH:30][N:31]=[C:27]([C:23]4[CH:22]=[N:21][CH:26]=[CH:25][CH:24]=4)[CH:28]=3)=[O:33])[CH:18]([CH3:20])[CH3:19])[N:5]=2)[CH:16]=[CH:15][C:12]=1[C:13]#[N:14]. (3) Given the reactants [F:1][C:2]1[CH:7]=[CH:6][C:5]([S:8](Cl)(=[O:10])=[O:9])=[CH:4][CH:3]=1.C(N(CC)CC)C.[CH3:19][O:20][C:21]1[CH:22]=[C:23]([CH:34]=[CH:35][C:36]=1[O:37][CH2:38][CH2:39][C:40]1[CH:45]=[CH:44][CH:43]=[CH:42][N:41]=1)[CH2:24][NH:25][CH:26]1[CH2:32][CH2:31][CH2:30][CH2:29][NH:28][C:27]1=[O:33], predict the reaction product. The product is: [F:1][C:2]1[CH:7]=[CH:6][C:5]([S:8]([N:25]([CH2:24][C:23]2[CH:34]=[CH:35][C:36]([O:37][CH2:38][CH2:39][C:40]3[CH:45]=[CH:44][CH:43]=[CH:42][N:41]=3)=[C:21]([O:20][CH3:19])[CH:22]=2)[CH:26]2[CH2:32][CH2:31][CH2:30][CH2:29][NH:28][C:27]2=[O:33])(=[O:10])=[O:9])=[CH:4][CH:3]=1.